Dataset: Peptide-MHC class I binding affinity with 185,985 pairs from IEDB/IMGT. Task: Regression. Given a peptide amino acid sequence and an MHC pseudo amino acid sequence, predict their binding affinity value. This is MHC class I binding data. (1) The peptide sequence is RESGLLPSLL. The MHC is HLA-A02:02 with pseudo-sequence HLA-A02:02. The binding affinity (normalized) is 0.299. (2) The peptide sequence is QIGEYTFEK. The MHC is HLA-A11:01 with pseudo-sequence HLA-A11:01. The binding affinity (normalized) is 0.788. (3) The peptide sequence is HPRHYATIM. The MHC is HLA-A02:06 with pseudo-sequence HLA-A02:06. The binding affinity (normalized) is 0. (4) The peptide sequence is LESLTDREL. The MHC is HLA-B15:17 with pseudo-sequence HLA-B15:17. The binding affinity (normalized) is 0.0847. (5) The peptide sequence is IAYERMCNIL. The MHC is HLA-A68:02 with pseudo-sequence HLA-A68:02. The binding affinity (normalized) is 0.0654. (6) The peptide sequence is YTCEDNTGIK. The MHC is HLA-A03:01 with pseudo-sequence HLA-A03:01. The binding affinity (normalized) is 0.0482. (7) The peptide sequence is ELEKTRRKL. The MHC is HLA-A02:02 with pseudo-sequence HLA-A02:02. The binding affinity (normalized) is 0.481. (8) The peptide sequence is RQVSVKLLI. The MHC is HLA-A29:02 with pseudo-sequence HLA-A29:02. The binding affinity (normalized) is 0. (9) The peptide sequence is LLHCVTESY. The MHC is HLA-A33:01 with pseudo-sequence HLA-A33:01. The binding affinity (normalized) is 0.0595.